Predict which catalyst facilitates the given reaction. From a dataset of Catalyst prediction with 721,799 reactions and 888 catalyst types from USPTO. (1) Reactant: [CH2:1]([N:8]1[CH2:13][CH2:12][CH:11]([C:14]2([C:19]([O:21]CC)=[O:20])[CH2:18][CH2:17][CH2:16][CH2:15]2)[CH2:10][CH2:9]1)[C:2]1[CH:7]=[CH:6][CH:5]=[CH:4][CH:3]=1.[OH-].[K+]. Product: [CH2:1]([N:8]1[CH2:9][CH2:10][CH:11]([C:14]2([C:19]([OH:21])=[O:20])[CH2:15][CH2:16][CH2:17][CH2:18]2)[CH2:12][CH2:13]1)[C:2]1[CH:3]=[CH:4][CH:5]=[CH:6][CH:7]=1. The catalyst class is: 196. (2) Reactant: [CH3:1][C:2]([CH3:4])=O.[CH2:5]([N:8]1[C:12](=[O:13])[CH2:11][NH:10][C:9]1=[S:14])[CH:6]=[CH2:7].N1CCOCC1. Product: [CH2:5]([N:8]1[C:12](=[O:13])[C:11](=[C:2]([CH3:4])[CH3:1])[NH:10][C:9]1=[S:14])[CH:6]=[CH2:7]. The catalyst class is: 13. (3) Reactant: [CH3:1][O:2][C:3]1[CH:4]=[C:5]([C:11](=O)[CH2:12][CH2:13][N:14](C)C)[CH:6]=[CH:7][C:8]=1[O:9][CH3:10].Cl.O.[NH2:20]N. Product: [CH3:1][O:2][C:3]1[CH:4]=[C:5]([C:11]2[CH2:12][CH2:13][NH:14][N:20]=2)[CH:6]=[CH:7][C:8]=1[O:9][CH3:10]. The catalyst class is: 14. (4) Reactant: C([Li])CCC.CC1(C)CCCC(C)(C)N1.[CH3:16][N:17]1[CH2:22][CH2:21][CH:20]([NH:23][CH2:24][C:25]2[CH:30]=[CH:29][CH:28]=[CH:27][C:26]=2[F:31])[CH2:19][CH2:18]1.[Br:32]C(Cl)(Cl)C(Br)(Cl)Cl. Product: [CH3:16][N:17]1[CH2:22][CH2:21][CH:20]([NH:23][CH2:24][C:25]2[CH:30]=[CH:29][CH:28]=[C:27]([Br:32])[C:26]=2[F:31])[CH2:19][CH2:18]1. The catalyst class is: 1. (5) Reactant: C[Si]([N-][Si](C)(C)C)(C)C.[Na+].[CH3:11][C:12]([C:14]([CH3:17])([CH3:16])[CH3:15])=O.[C:18]([O:25][CH2:26][CH3:27])(=[O:24])[C:19](OCC)=O.[CH3:28][S:29]([C:32]1[CH:37]=[CH:36][C:35]([NH:38][NH2:39])=[CH:34][CH:33]=1)(=[O:31])=[O:30]. Product: [CH2:26]([O:25][C:18]([C:19]1[CH:11]=[C:12]([C:14]([CH3:17])([CH3:16])[CH3:15])[N:38]([C:35]2[CH:34]=[CH:33][C:32]([S:29]([CH3:28])(=[O:31])=[O:30])=[CH:37][CH:36]=2)[N:39]=1)=[O:24])[CH3:27]. The catalyst class is: 242. (6) The catalyst class is: 3. Product: [N:17]1([C:10](=[O:12])[C@@H:9]([NH:8][C:6](=[O:7])[O:5][C:1]([CH3:2])([CH3:3])[CH3:4])[CH:13]2[CH2:15][CH2:14]2)[CH2:18][CH2:21][CH2:22]1. Reactant: [C:1]([O:5][C:6]([NH:8][C@@H:9]([CH:13]1[CH2:15][CH2:14]1)[C:10]([OH:12])=O)=[O:7])([CH3:4])([CH3:3])[CH3:2].C[N:17]1[CH2:22][CH2:21]OC[CH2:18]1.CN(C(ON1N=NC2C=CC=CC1=2)=[N+](C)C)C.[B-](F)(F)(F)F.N1CCC1. (7) Reactant: [F:1][CH:2]1[C:7]([CH3:9])([CH3:8])[CH2:6][C:5](=[O:10])[CH2:4][C:3]1=[O:11].C(N(CC)CC)C.[F:19][C:20]([F:31])([F:30])[C:21]1[CH:26]=[CH:25][C:24]([N:27]=[C:28]=[O:29])=[CH:23][CH:22]=1. Product: [F:19][C:20]([F:30])([F:31])[C:21]1[CH:22]=[CH:23][C:24]([NH:27][C:28]([CH:4]2[C:5](=[O:10])[CH2:6][C:7]([CH3:8])([CH3:9])[CH:2]([F:1])[C:3]2=[O:11])=[O:29])=[CH:25][CH:26]=1. The catalyst class is: 372. (8) Reactant: Cl[C:2]1[N:11]=[C:10]([NH:12][CH:13]([C:21]2[CH:26]=[CH:25][CH:24]=[CH:23][CH:22]=2)[CH2:14][C:15]2[CH:20]=[CH:19][CH:18]=[CH:17][CH:16]=2)[C:9]2[C:4](=[CH:5][CH:6]=[CH:7][CH:8]=2)[N:3]=1.[N:27]1[CH:28]=[CH:29][N:30]2[CH:35]=[C:34](B(O)O)[CH:33]=[CH:32][C:31]=12.C(NC1C2C(=CC=CC=2)N=C(C2SC3C=CC=CC=3C=2)N=1)(C1C=CC=CC=1)C1C=CC=CC=1. Product: [C:21]1([CH:13]([NH:12][C:10]2[C:9]3[C:4](=[CH:5][CH:6]=[CH:7][CH:8]=3)[N:3]=[C:2]([C:34]3[CH:33]=[CH:32][C:31]4[N:30]([CH:29]=[CH:28][N:27]=4)[CH:35]=3)[N:11]=2)[CH2:14][C:15]2[CH:20]=[CH:19][CH:18]=[CH:17][CH:16]=2)[CH:26]=[CH:25][CH:24]=[CH:23][CH:22]=1. The catalyst class is: 147. (9) Reactant: [CH:1]1([C:7]2[C:8]3[S:14][C:13]([C:15]([O:17][C:18]([CH3:21])([CH3:20])[CH3:19])=[O:16])=[CH:12][C:9]=3[NH:10][CH:11]=2)[CH2:6][CH2:5][CH2:4][CH2:3][CH2:2]1.[H-].[Na+].Br[CH2:25][C:26]([O:28][CH3:29])=[O:27]. Product: [CH:1]1([C:7]2[C:8]3[S:14][C:13]([C:15]([O:17][C:18]([CH3:21])([CH3:20])[CH3:19])=[O:16])=[CH:12][C:9]=3[N:10]([CH2:25][C:26]([O:28][CH3:29])=[O:27])[CH:11]=2)[CH2:2][CH2:3][CH2:4][CH2:5][CH2:6]1. The catalyst class is: 31.